This data is from Peptide-MHC class II binding affinity with 134,281 pairs from IEDB. The task is: Regression. Given a peptide amino acid sequence and an MHC pseudo amino acid sequence, predict their binding affinity value. This is MHC class II binding data. The peptide sequence is AEGLSGEPKGAAESS. The MHC is DRB1_1001 with pseudo-sequence DRB1_1001. The binding affinity (normalized) is 0.286.